Dataset: Catalyst prediction with 721,799 reactions and 888 catalyst types from USPTO. Task: Predict which catalyst facilitates the given reaction. (1) Reactant: [NH2:1][C:2]1[CH:3]=[C:4]([CH:8]=[CH:9][C:10]=1[NH:11][CH2:12][CH2:13][CH2:14][NH:15][C:16]([O:18][C:19]([CH3:22])([CH3:21])[CH3:20])=[O:17])[C:5]([OH:7])=[O:6].CCN(C(C)C)C(C)C.Cl[Si](C)(C)C.Cl[C:38]([O:41]C(=O)OC(Cl)(Cl)Cl)(Cl)Cl.C(=O)(O)[O-].[Na+].C(O)(=O)CC(CC(O)=O)(C(O)=O)O. Product: [C:19]([O:18][C:16]([NH:15][CH2:14][CH2:13][CH2:12][N:11]1[C:10]2[CH:9]=[CH:8][C:4]([C:5]([OH:7])=[O:6])=[CH:3][C:2]=2[NH:1][C:38]1=[O:41])=[O:17])([CH3:22])([CH3:21])[CH3:20]. The catalyst class is: 4. (2) Reactant: Cl.[NH2:2][OH:3].C(=O)(O)[O-].[Na+].[CH:9]1([C@H:13]([NH:15][C:16]2[N:24]=[C:23]([C:25]#[N:26])[N:22]=[C:21]3[C:17]=2[N:18]([CH2:35][C@H:36]2[CH2:41][CH2:40][C@H:39]([CH3:42])[CH2:38][CH2:37]2)[C:19]([C:27]([C:29]2[CH:34]=[CH:33][CH:32]=[CH:31][CH:30]=2)=[CH2:28])=[N:20]3)[CH3:14])[CH2:12][CH2:11][CH2:10]1. Product: [CH:9]1([C@H:13]([NH:15][C:16]2[N:24]=[C:23]([C:25](=[N:2][OH:3])[NH2:26])[N:22]=[C:21]3[C:17]=2[N:18]([CH2:35][C@H:36]2[CH2:41][CH2:40][C@H:39]([CH3:42])[CH2:38][CH2:37]2)[C:19]([C:27]([C:29]2[CH:34]=[CH:33][CH:32]=[CH:31][CH:30]=2)=[CH2:28])=[N:20]3)[CH3:14])[CH2:10][CH2:11][CH2:12]1. The catalyst class is: 815. (3) Reactant: [Cl-].O[NH3+:3].[C:4](=[O:7])([O-])[OH:5].[Na+].CS(C)=O.[CH2:13]([C:17]1[N:18]=[C:19]([CH3:49])[N:20]([C:39]2[CH:44]=[CH:43][CH:42]=[C:41]([C:45]([OH:48])([CH3:47])[CH3:46])[CH:40]=2)[C:21](=[O:38])[C:22]=1[CH2:23][C:24]1[CH:29]=[CH:28][C:27]([C:30]2[C:31]([C:36]#[N:37])=[CH:32][CH:33]=[CH:34][CH:35]=2)=[CH:26][CH:25]=1)[CH2:14][CH2:15][CH3:16]. Product: [CH2:13]([C:17]1[N:18]=[C:19]([CH3:49])[N:20]([C:39]2[CH:44]=[CH:43][CH:42]=[C:41]([C:45]([OH:48])([CH3:47])[CH3:46])[CH:40]=2)[C:21](=[O:38])[C:22]=1[CH2:23][C:24]1[CH:25]=[CH:26][C:27]([C:30]2[CH:35]=[CH:34][CH:33]=[CH:32][C:31]=2[C:36]2[NH:3][C:4](=[O:7])[O:5][N:37]=2)=[CH:28][CH:29]=1)[CH2:14][CH2:15][CH3:16]. The catalyst class is: 69. (4) Reactant: [Cl:1][C:2]1[C:3]([O:22][CH3:23])=[C:4]([C:14]2[O:18][N:17]=[C:16]([CH2:19][CH2:20][OH:21])[N:15]=2)[CH:5]=[C:6]([O:8][CH2:9][CH:10]=[C:11]([Cl:13])[Cl:12])[CH:7]=1.O[C:25]1[CH:30]=[CH:29][C:28]([C:31]([F:34])([F:33])[F:32])=[CH:27][N:26]=1.C1(P(C2C=CC=CC=2)C2C=CC=CC=2)C=CC=CC=1.N(C(OCC)=O)=NC(OCC)=O. Product: [Cl:1][C:2]1[C:3]([O:22][CH3:23])=[C:4]([C:14]2[O:18][N:17]=[C:16]([CH2:19][CH2:20][O:21][C:25]3[CH:30]=[CH:29][C:28]([C:31]([F:34])([F:33])[F:32])=[CH:27][N:26]=3)[N:15]=2)[CH:5]=[C:6]([O:8][CH2:9][CH:10]=[C:11]([Cl:13])[Cl:12])[CH:7]=1. The catalyst class is: 1. (5) Reactant: Br[C:2]1[CH:3]=[CH:4][C:5](O)=[C:6]([C:8]2[CH:17]=[CH:16][C:15]3[C:10](=[CH:11][CH:12]=[C:13]([C:18]4[N:22]([CH:23]5[CH2:28][CH2:27][CH2:26][CH2:25][CH2:24]5)[C:21]5[CH:29]=[CH:30][C:31]([C:33]([OH:35])=[O:34])=[CH:32][C:20]=5[N:19]=4)[CH:14]=3)[N:9]=2)[CH:7]=1.[CH3:37][C:38]1[CH:39]=C2C(=[CH:46][CH:47]=1)[CH:39]=[C:38]([C:37](=O)C)[CH:47]=[CH:46]2.[OH-].[K+]. Product: [CH:23]1([N:22]2[C:21]3[CH:20]=[CH:32][C:31]([C:33]([OH:35])=[O:34])=[CH:30][C:29]=3[N:19]=[C:18]2[C:13]2[CH:14]=[C:15]3[C:10](=[CH:11][CH:12]=2)[N:9]=[C:8]([C:6]2[CH:5]=[CH:4][C:3]4[C:2](=[CH:46][CH:47]=[C:38]([CH3:39])[CH:37]=4)[CH:7]=2)[CH:17]=[CH:16]3)[CH2:24][CH2:25][CH2:26][CH2:27][CH2:28]1. The catalyst class is: 8. (6) Reactant: [C:1]([C:3]1[CH:8]=[CH:7][CH:6]=[CH:5][C:4]=1[C:9]1[CH:14]=[CH:13][C:12]([CH2:15][C:16]2[C:17](=[O:36])[N:18]([CH2:28][C:29]([O:31]C(C)(C)C)=[O:30])[C:19]3[N:20]([N:25]=[CH:26][N:27]=3)[C:21]=2[CH2:22][CH2:23][CH3:24])=[CH:11][CH:10]=1)#[N:2].FC(F)(F)C(O)=O. Product: [C:1]([C:3]1[CH:8]=[CH:7][CH:6]=[CH:5][C:4]=1[C:9]1[CH:10]=[CH:11][C:12]([CH2:15][C:16]2[C:17](=[O:36])[N:18]([CH2:28][C:29]([OH:31])=[O:30])[C:19]3[N:20]([N:25]=[CH:26][N:27]=3)[C:21]=2[CH2:22][CH2:23][CH3:24])=[CH:13][CH:14]=1)#[N:2]. The catalyst class is: 11. (7) The catalyst class is: 4. Product: [CH2:31]([O:30][C:28](=[O:29])[C:12]1[C:13]([CH2:26][CH3:27])=[C:14]([O:16][CH2:17][CH2:18][C:19]2[CH:24]=[CH:23][CH:22]=[C:21]([Cl:25])[CH:20]=2)[CH:15]=[N:10][CH:11]=1)[CH3:32]. Reactant: C1(OC([N:10]2[CH:15]=[C:14]([O:16][CH2:17][CH2:18][C:19]3[CH:24]=[CH:23][CH:22]=[C:21]([Cl:25])[CH:20]=3)[CH:13]([CH2:26][CH3:27])[C:12]([C:28]([O:30][CH2:31][CH3:32])=[O:29])=[CH:11]2)=O)C=CC=CC=1.ClC1C(=O)C(C#N)=C(C#N)C(=O)C=1Cl. (8) Reactant: [NH2:1][C:2]1[C:11]([C:12]([NH:14][C:15]2[S:19][N:18]=[C:17]([CH3:20])[C:16]=2Br)=[O:13])=[C:5]2[N:6]=[CH:7][C:8]([F:10])=[CH:9][N:4]2[N:3]=1.C([Sn](CCCC)(CCCC)[C:27]1[N:28]([CH3:32])[CH:29]=[N:30][CH:31]=1)CCC. Product: [NH2:1][C:2]1[C:11]([C:12]([NH:14][C:15]2[S:19][N:18]=[C:17]([CH3:20])[C:16]=2[C:27]2[N:28]([CH3:32])[CH:29]=[N:30][CH:31]=2)=[O:13])=[C:5]2[N:6]=[CH:7][C:8]([F:10])=[CH:9][N:4]2[N:3]=1. The catalyst class is: 3.